From a dataset of Full USPTO retrosynthesis dataset with 1.9M reactions from patents (1976-2016). Predict the reactants needed to synthesize the given product. (1) Given the product [C:13]1([C@@H:11]([N:10]2[CH2:4][CH2:5][CH2:6][CH2:7][C:8]2=[O:9])[CH3:12])[CH:18]=[CH:17][CH:16]=[CH:15][CH:14]=1, predict the reactants needed to synthesize it. The reactants are: [H-].[Na+].Cl[CH2:4][CH2:5][CH2:6][CH2:7][C:8]([NH:10][C@H:11]([C:13]1[CH:18]=[CH:17][CH:16]=[CH:15][CH:14]=1)[CH3:12])=[O:9]. (2) Given the product [OH:16][C@H:15]([CH2:17][NH:32][CH:29]([CH3:31])[CH3:30])[CH2:14][O:13][C:12]1[CH:11]=[C:10]2[C:5]([C:6]([O:18][C:19]3[CH:20]=[C:21]4[C:25](=[CH:26][CH:27]=3)[NH:24][CH:23]=[C:22]4[CH3:28])=[N:7][CH:8]=[N:9]2)=[CH:4][C:3]=1[O:2][CH3:1], predict the reactants needed to synthesize it. The reactants are: [CH3:1][O:2][C:3]1[CH:4]=[C:5]2[C:10](=[CH:11][C:12]=1[O:13][CH2:14][C@H:15]1[CH2:17][O:16]1)[N:9]=[CH:8][N:7]=[C:6]2[O:18][C:19]1[CH:20]=[C:21]2[C:25](=[CH:26][CH:27]=1)[NH:24][CH:23]=[C:22]2[CH3:28].[CH:29]([NH2:32])([CH3:31])[CH3:30].